Task: Predict the reactants needed to synthesize the given product.. Dataset: Full USPTO retrosynthesis dataset with 1.9M reactions from patents (1976-2016) Given the product [Br:1][C:2]1[CH:3]=[C:4]2[C:9](=[CH:10][CH:11]=1)[O:8][CH:7]([CH:12]1[CH2:17][CH2:16][CH2:15][O:14][CH2:13]1)[CH2:6]/[C:5]/2=[N:25]\[C:24]#[N:23], predict the reactants needed to synthesize it. The reactants are: [Br:1][C:2]1[CH:3]=[C:4]2[C:9](=[CH:10][CH:11]=1)[O:8][CH:7]([CH:12]1[CH2:17][CH2:16][CH2:15][O:14][CH2:13]1)[CH2:6][C:5]2=O.C[Si]([N:23]=[C:24]=[N:25][Si](C)(C)C)(C)C.